Dataset: NCI-60 drug combinations with 297,098 pairs across 59 cell lines. Task: Regression. Given two drug SMILES strings and cell line genomic features, predict the synergy score measuring deviation from expected non-interaction effect. (1) Drug 1: CCC1=CC2CC(C3=C(CN(C2)C1)C4=CC=CC=C4N3)(C5=C(C=C6C(=C5)C78CCN9C7C(C=CC9)(C(C(C8N6C)(C(=O)OC)O)OC(=O)C)CC)OC)C(=O)OC.C(C(C(=O)O)O)(C(=O)O)O. Drug 2: CCC1(C2=C(COC1=O)C(=O)N3CC4=CC5=C(C=CC(=C5CN(C)C)O)N=C4C3=C2)O.Cl. Cell line: SK-MEL-2. Synergy scores: CSS=48.2, Synergy_ZIP=-6.22, Synergy_Bliss=-2.47, Synergy_Loewe=-2.32, Synergy_HSA=-1.89. (2) Drug 1: CCC1(CC2CC(C3=C(CCN(C2)C1)C4=CC=CC=C4N3)(C5=C(C=C6C(=C5)C78CCN9C7C(C=CC9)(C(C(C8N6C)(C(=O)OC)O)OC(=O)C)CC)OC)C(=O)OC)O.OS(=O)(=O)O. Drug 2: CN(C(=O)NC(C=O)C(C(C(CO)O)O)O)N=O. Cell line: NCI/ADR-RES. Synergy scores: CSS=2.45, Synergy_ZIP=2.63, Synergy_Bliss=5.69, Synergy_Loewe=4.21, Synergy_HSA=3.13.